This data is from Peptide-MHC class I binding affinity with 185,985 pairs from IEDB/IMGT. The task is: Regression. Given a peptide amino acid sequence and an MHC pseudo amino acid sequence, predict their binding affinity value. This is MHC class I binding data. (1) The peptide sequence is GVAMPNLYK. The MHC is HLA-A68:01 with pseudo-sequence HLA-A68:01. The binding affinity (normalized) is 0.821. (2) The binding affinity (normalized) is 0.0847. The MHC is HLA-B27:05 with pseudo-sequence HLA-B27:05. The peptide sequence is VLMGGVPGV. (3) The peptide sequence is FIDTIKSLDY. The binding affinity (normalized) is 0.434. The MHC is HLA-A01:01 with pseudo-sequence HLA-A01:01. (4) The peptide sequence is MMCPFLFLM. The MHC is HLA-A02:03 with pseudo-sequence HLA-A02:03. The binding affinity (normalized) is 0.724. (5) The peptide sequence is YQRALHTSI. The MHC is HLA-B07:02 with pseudo-sequence HLA-B07:02. The binding affinity (normalized) is 0.181. (6) The MHC is Mamu-A2201 with pseudo-sequence Mamu-A2201. The peptide sequence is FPFKYMAAF. The binding affinity (normalized) is 1.00.